This data is from hERG Central: cardiac toxicity at 1µM, 10µM, and general inhibition. The task is: Predict hERG channel inhibition at various concentrations. The drug is O=C(/C=C/c1cccc([N+](=O)[O-])c1)N1CCN(C(=O)c2ccco2)CC1. Results: hERG_inhib (hERG inhibition (general)): blocker.